This data is from Catalyst prediction with 721,799 reactions and 888 catalyst types from USPTO. The task is: Predict which catalyst facilitates the given reaction. (1) The catalyst class is: 2. Product: [Br:15][C:16]1[CH:21]=[CH:20][C:19]([S:22]([N:12]2[CH2:13][CH2:14][N:9]([CH3:8])[CH2:10][CH2:11]2)(=[O:24])=[O:23])=[CH:18][CH:17]=1. Reactant: CN1CCOCC1.[CH3:8][N:9]1[CH2:14][CH2:13][NH:12][CH2:11][CH2:10]1.[Br:15][C:16]1[CH:21]=[CH:20][C:19]([S:22](Cl)(=[O:24])=[O:23])=[CH:18][CH:17]=1. (2) Reactant: C[C:2]#[N:3].[CH2:4]([C:11]1[CH:16]=[CH:15][CH:14]=[CH:13][C:12]=1[O:17][CH2:18][CH2:19][CH2:20][O:21][CH3:22])[C:5]1[CH:10]=[CH:9][CH:8]=[CH:7][CH:6]=1.ClC1C(=O)C(C#N)=C(C#N)C(=O)C=1Cl.C[Si](C#N)(C)C. Product: [CH3:22][O:21][CH2:20][CH2:19][CH2:18][O:17][C:12]1[CH:13]=[CH:14][CH:15]=[CH:16][C:11]=1[CH:4]([C:5]1[CH:6]=[CH:7][CH:8]=[CH:9][CH:10]=1)[C:2]#[N:3]. The catalyst class is: 2. (3) Reactant: [Cl:1][C:2]1[CH:3]=[CH:4][C:5]([O:28][CH2:29][CH:30]([CH3:32])[CH3:31])=[C:6]([CH2:8][N:9]2[C:13]([CH3:14])=[CH:12][C:11]([C:15]([NH:17][C:18]3[CH:23]=[CH:22][C:21]([CH:24]=O)=[C:20]([O:26][CH3:27])[CH:19]=3)=[O:16])=[N:10]2)[CH:7]=1.[NH:33]1[CH2:37][CH2:36][CH2:35][CH2:34]1.C(O[BH-](OC(=O)C)OC(=O)C)(=O)C.[Na+].C(OCC)(=O)C. Product: [ClH:1].[Cl:1][C:2]1[CH:3]=[CH:4][C:5]([O:28][CH2:29][CH:30]([CH3:32])[CH3:31])=[C:6]([CH2:8][N:9]2[C:13]([CH3:14])=[CH:12][C:11]([C:15]([NH:17][C:18]3[CH:23]=[CH:22][C:21]([CH2:24][N:33]4[CH2:37][CH2:36][CH2:35][CH2:34]4)=[C:20]([O:26][CH3:27])[CH:19]=3)=[O:16])=[N:10]2)[CH:7]=1. The catalyst class is: 334. (4) Reactant: [Cl:1][C:2]1[CH:7]=[CH:6][CH:5]=[CH:4][C:3]=1[C:8]1[C:9]([C:14]2[CH:19]=[CH:18][C:17]([Cl:20])=[CH:16][CH:15]=2)=[C:10]([NH2:13])[NH:11][N:12]=1.[Na].C([O:24][C:25](=O)[C:26]([CH3:29])=[CH:27]O)C.C(OCC)C. Product: [Cl:20][C:17]1[CH:16]=[CH:15][C:14]([C:9]2[C:8]([C:3]3[CH:4]=[CH:5][CH:6]=[CH:7][C:2]=3[Cl:1])=[N:12][N:11]3[C:25]([OH:24])=[C:26]([CH3:29])[CH:27]=[N:13][C:10]=23)=[CH:19][CH:18]=1. The catalyst class is: 15. (5) Reactant: Br[CH2:2][C:3]1[CH:8]=[CH:7][C:6]([O:9][CH3:10])=[C:5]([N+:11]([O-:13])=[O:12])[CH:4]=1.C(N(CC)CC)C.[CH3:21][NH:22][CH2:23][CH2:24][OH:25]. Product: [CH3:10][O:9][C:6]1[CH:7]=[CH:8][C:3]([CH2:2][N:22]([CH3:21])[CH2:23][CH2:24][OH:25])=[CH:4][C:5]=1[N+:11]([O-:13])=[O:12]. The catalyst class is: 10.